Predict the product of the given reaction. From a dataset of Forward reaction prediction with 1.9M reactions from USPTO patents (1976-2016). (1) Given the reactants Br[C:2]1[CH:17]=[C:16]([S:18]([N:21]2[CH2:25][CH2:24][CH2:23][CH2:22]2)(=[O:20])=[O:19])[CH:15]=[CH:14][C:3]=1[O:4][C@H:5]1[CH2:10][CH2:9][C@H:8]([N:11]([CH3:13])[CH3:12])[CH2:7][CH2:6]1.C[C:27]12CC3(C)P(C4C=CC=CC=4)[C:33](C)([CH2:35][C:29]([CH3:45])(O3)O1)[O:34]2, predict the reaction product. The product is: [CH3:27][O:34][C:33]1[N:11]=[CH:8][CH:7]=[C:29]2[C:45]([C:2]3[CH:17]=[C:16]([S:18]([N:21]4[CH2:25][CH2:24][CH2:23][CH2:22]4)(=[O:20])=[O:19])[CH:15]=[CH:14][C:3]=3[O:4][C@H:5]3[CH2:10][CH2:9][C@H:8]([N:11]([CH3:13])[CH3:12])[CH2:7][CH2:6]3)=[CH:22][N:21]([CH3:25])[C:35]=12. (2) Given the reactants [CH3:1][O:2][C:3]1[CH:15]=[CH:14][C:6]([CH2:7][NH:8][C:9]2[S:10][CH:11]=[CH:12][N:13]=2)=[CH:5][CH:4]=1.[Li+].C[Si]([N-][Si](C)(C)C)(C)C.[Cl:26][C:27]1[C:36]2[C:31](=[CH:32][C:33]([S:37](Cl)(=[O:39])=[O:38])=[CH:34][CH:35]=2)[C:30](=[O:41])[N:29]([CH2:42][C:43]2[CH:48]=[CH:47][C:46]([O:49][CH3:50])=[CH:45][CH:44]=2)[CH:28]=1, predict the reaction product. The product is: [Cl:26][C:27]1[C:36]2[C:31](=[CH:32][C:33]([S:37]([N:8]([CH2:7][C:6]3[CH:5]=[CH:4][C:3]([O:2][CH3:1])=[CH:15][CH:14]=3)[C:9]3[S:10][CH:11]=[CH:12][N:13]=3)(=[O:39])=[O:38])=[CH:34][CH:35]=2)[C:30](=[O:41])[N:29]([CH2:42][C:43]2[CH:48]=[CH:47][C:46]([O:49][CH3:50])=[CH:45][CH:44]=2)[CH:28]=1. (3) Given the reactants [CH3:1][S:2][C:3]1[N:8]=[C:7]([OH:9])[CH:6]=[C:5]([OH:10])[N:4]=1.[N+:11]([O-])([OH:13])=[O:12], predict the reaction product. The product is: [CH3:1][S:2][C:3]1[N:8]=[C:7]([OH:9])[C:6]([N+:11]([O-:13])=[O:12])=[C:5]([OH:10])[N:4]=1. (4) Given the reactants [Br:1][C:2]1[CH:3]=[C:4]([CH:11]=[O:12])[C:5]2[O:9][CH:8]=[CH:7][C:6]=2[CH:10]=1.[CH3:13][Mg]Br.[NH4+].[Cl-].CCOC(C)=O, predict the reaction product. The product is: [Br:1][C:2]1[CH:3]=[C:4]([CH:11]([OH:12])[CH3:13])[C:5]2[O:9][CH:8]=[CH:7][C:6]=2[CH:10]=1. (5) Given the reactants [C:1]([O:5][C:6](=[O:20])[C:7]([CH3:19])([S:9][C:10]1[CH:18]=[CH:17][C:13]([C:14]([OH:16])=[O:15])=[CH:12][CH:11]=1)[CH3:8])([CH3:4])([CH3:3])[CH3:2].[CH3:21][C:22]1[CH:35]=[CH:34][C:25]([CH2:26][N:27]2[CH:31]=[C:30]([CH2:32]O)[N:29]=[N:28]2)=[CH:24][CH:23]=1.C1(N=C=NC2CCCCC2)CCCCC1, predict the reaction product. The product is: [C:1]([O:5][C:6](=[O:20])[C:7]([CH3:8])([S:9][C:10]1[CH:11]=[CH:12][C:13]([C:14]([O:16][CH2:32][C:30]2[N:29]=[N:28][N:27]([CH2:26][C:25]3[CH:34]=[CH:35][C:22]([CH3:21])=[CH:23][CH:24]=3)[CH:31]=2)=[O:15])=[CH:17][CH:18]=1)[CH3:19])([CH3:2])([CH3:3])[CH3:4]. (6) The product is: [Br:1][C:2]1[S:6][C:5](=[NH:7])[N:4]([CH3:15])[C:3]=1[CH2:16][N:17]1[CH2:22][CH2:21][N:20]([C:23](=[O:40])[CH2:24][CH2:25][S:26]([C:29]2[CH:38]=[CH:37][C:36]3[C:31](=[CH:32][CH:33]=[C:34]([Cl:39])[CH:35]=3)[CH:30]=2)(=[O:27])=[O:28])[CH2:19][CH2:18]1. Given the reactants [Br:1][C:2]1[S:6]/[C:5](=[N:7]\C(=O)OC(C)(C)C)/[N:4]([CH3:15])[C:3]=1[CH2:16][N:17]1[CH2:22][CH2:21][N:20]([C:23](=[O:40])[CH2:24][CH2:25][S:26]([C:29]2[CH:38]=[CH:37][C:36]3[C:31](=[CH:32][CH:33]=[C:34]([Cl:39])[CH:35]=3)[CH:30]=2)(=[O:28])=[O:27])[CH2:19][CH2:18]1, predict the reaction product.